The task is: Regression. Given two drug SMILES strings and cell line genomic features, predict the synergy score measuring deviation from expected non-interaction effect.. This data is from NCI-60 drug combinations with 297,098 pairs across 59 cell lines. (1) Drug 1: C1=C(C(=O)NC(=O)N1)N(CCCl)CCCl. Drug 2: CCC1(CC2CC(C3=C(CCN(C2)C1)C4=CC=CC=C4N3)(C5=C(C=C6C(=C5)C78CCN9C7C(C=CC9)(C(C(C8N6C=O)(C(=O)OC)O)OC(=O)C)CC)OC)C(=O)OC)O.OS(=O)(=O)O. Cell line: TK-10. Synergy scores: CSS=9.66, Synergy_ZIP=0.606, Synergy_Bliss=2.19, Synergy_Loewe=-0.0502, Synergy_HSA=-0.0986. (2) Drug 1: CCC1(CC2CC(C3=C(CCN(C2)C1)C4=CC=CC=C4N3)(C5=C(C=C6C(=C5)C78CCN9C7C(C=CC9)(C(C(C8N6C)(C(=O)OC)O)OC(=O)C)CC)OC)C(=O)OC)O.OS(=O)(=O)O. Drug 2: C1CN(CCN1C(=O)CCBr)C(=O)CCBr. Cell line: T-47D. Synergy scores: CSS=0.936, Synergy_ZIP=-2.90, Synergy_Bliss=-6.68, Synergy_Loewe=-9.12, Synergy_HSA=-9.21. (3) Synergy scores: CSS=29.0, Synergy_ZIP=-0.395, Synergy_Bliss=2.28, Synergy_Loewe=0.0538, Synergy_HSA=2.74. Drug 1: CC1=C2C(C(=O)C3(C(CC4C(C3C(C(C2(C)C)(CC1OC(=O)C(C(C5=CC=CC=C5)NC(=O)OC(C)(C)C)O)O)OC(=O)C6=CC=CC=C6)(CO4)OC(=O)C)O)C)O. Cell line: DU-145. Drug 2: CC1C(C(CC(O1)OC2CC(CC3=C2C(=C4C(=C3O)C(=O)C5=C(C4=O)C(=CC=C5)OC)O)(C(=O)CO)O)N)O.Cl. (4) Synergy scores: CSS=55.8, Synergy_ZIP=2.28, Synergy_Bliss=-0.401, Synergy_Loewe=-28.1, Synergy_HSA=-2.35. Drug 1: CCC1=CC2CC(C3=C(CN(C2)C1)C4=CC=CC=C4N3)(C5=C(C=C6C(=C5)C78CCN9C7C(C=CC9)(C(C(C8N6C)(C(=O)OC)O)OC(=O)C)CC)OC)C(=O)OC.C(C(C(=O)O)O)(C(=O)O)O. Drug 2: C1=CC(=CC=C1C#N)C(C2=CC=C(C=C2)C#N)N3C=NC=N3. Cell line: HS 578T. (5) Drug 1: C1=CC=C(C=C1)NC(=O)CCCCCCC(=O)NO. Drug 2: CN(CC1=CN=C2C(=N1)C(=NC(=N2)N)N)C3=CC=C(C=C3)C(=O)NC(CCC(=O)O)C(=O)O. Cell line: HT29. Synergy scores: CSS=27.5, Synergy_ZIP=2.08, Synergy_Bliss=3.22, Synergy_Loewe=-45.5, Synergy_HSA=-3.81. (6) Drug 1: CC1=C2C(C(=O)C3(C(CC4C(C3C(C(C2(C)C)(CC1OC(=O)C(C(C5=CC=CC=C5)NC(=O)OC(C)(C)C)O)O)OC(=O)C6=CC=CC=C6)(CO4)OC(=O)C)OC)C)OC. Drug 2: CN1C(=O)N2C=NC(=C2N=N1)C(=O)N. Cell line: UACC62. Synergy scores: CSS=35.4, Synergy_ZIP=3.11, Synergy_Bliss=3.65, Synergy_Loewe=-33.1, Synergy_HSA=2.11. (7) Drug 1: C(=O)(N)NO. Drug 2: CC(C)CN1C=NC2=C1C3=CC=CC=C3N=C2N. Cell line: HCC-2998. Synergy scores: CSS=7.98, Synergy_ZIP=-4.22, Synergy_Bliss=2.84, Synergy_Loewe=-1.03, Synergy_HSA=-0.466. (8) Synergy scores: CSS=5.96, Synergy_ZIP=-1.60, Synergy_Bliss=-0.205, Synergy_Loewe=-1.63, Synergy_HSA=-1.62. Cell line: SR. Drug 2: CC(C)CN1C=NC2=C1C3=CC=CC=C3N=C2N. Drug 1: C(CC(=O)O)C(=O)CN.Cl. (9) Drug 1: CS(=O)(=O)OCCCCOS(=O)(=O)C. Drug 2: C(CCl)NC(=O)N(CCCl)N=O. Cell line: RXF 393. Synergy scores: CSS=0.239, Synergy_ZIP=-0.411, Synergy_Bliss=-1.61, Synergy_Loewe=-5.31, Synergy_HSA=-3.23. (10) Drug 1: CC12CCC3C(C1CCC2=O)CC(=C)C4=CC(=O)C=CC34C. Drug 2: C1=CC=C(C(=C1)C(C2=CC=C(C=C2)Cl)C(Cl)Cl)Cl. Cell line: SK-MEL-28. Synergy scores: CSS=21.2, Synergy_ZIP=-0.473, Synergy_Bliss=-1.33, Synergy_Loewe=-6.98, Synergy_HSA=-1.30.